Dataset: Full USPTO retrosynthesis dataset with 1.9M reactions from patents (1976-2016). Task: Predict the reactants needed to synthesize the given product. (1) Given the product [CH2:17]([N:1]1[CH2:6][CH2:5][CH:4]([CH2:7][CH2:8][OH:9])[CH2:3][CH2:2]1)[CH3:18], predict the reactants needed to synthesize it. The reactants are: [NH:1]1[CH2:6][CH2:5][CH:4]([CH2:7][CH2:8][OH:9])[CH2:3][CH2:2]1.C(=O)([O-])[O-].[K+].[K+].I[CH2:17][CH3:18]. (2) Given the product [C:34]1([N:40]2[CH2:45][CH2:44][N:43]([C:27]([NH:21][CH2:20][CH2:19][CH2:18][CH2:17][N:14]3[CH2:13][CH2:12][N:11]([C:4]4[C:5]5[C:10](=[CH:9][CH:8]=[CH:7][CH:6]=5)[N:1]=[CH:2][CH:3]=4)[CH2:16][CH2:15]3)=[O:28])[CH2:42][CH2:41]2)[CH:39]=[CH:38][CH:37]=[CH:36][CH:35]=1, predict the reactants needed to synthesize it. The reactants are: [N:1]1[C:10]2[C:5](=[CH:6][CH:7]=[CH:8][CH:9]=2)[C:4]([N:11]2[CH2:16][CH2:15][N:14]([CH2:17][CH2:18][CH2:19][CH2:20][NH2:21])[CH2:13][CH2:12]2)=[CH:3][CH:2]=1.C1N=CN([C:27](N2C=NC=C2)=[O:28])C=1.[C:34]1([N:40]2[CH2:45][CH2:44][NH:43][CH2:42][CH2:41]2)[CH:39]=[CH:38][CH:37]=[CH:36][CH:35]=1. (3) Given the product [NH2:18][C:4]1[N:3]=[C:2]([NH:19][C:20]2[CH:25]=[CH:24][C:23]([C:26](=[O:28])[CH3:27])=[CH:22][CH:21]=2)[CH:7]=[C:6]([C:8]2[CH:13]=[C:12]([Br:14])[CH:11]=[CH:10][C:9]=2[O:15][CH2:16][CH3:17])[N:5]=1, predict the reactants needed to synthesize it. The reactants are: Cl[C:2]1[CH:7]=[C:6]([C:8]2[CH:13]=[C:12]([Br:14])[CH:11]=[CH:10][C:9]=2[O:15][CH2:16][CH3:17])[N:5]=[C:4]([NH2:18])[N:3]=1.[NH2:19][C:20]1[CH:25]=[CH:24][C:23]([C:26](=[O:28])[CH3:27])=[CH:22][CH:21]=1. (4) Given the product [N:25]1([NH:34][C:16]([C:15]2[C:10]([CH3:9])=[N:11][C:12]([C:19]3[CH:24]=[CH:23][CH:22]=[CH:21][N:20]=3)=[N:13][CH:14]=2)=[O:18])[C:29]2=[N:30][CH:31]=[CH:32][CH:33]=[C:28]2[CH:27]=[CH:26]1, predict the reactants needed to synthesize it. The reactants are: C(N(CC)C(C)C)C.[CH3:9][C:10]1[C:15]([C:16]([OH:18])=O)=[CH:14][N:13]=[C:12]([C:19]2[CH:24]=[CH:23][CH:22]=[CH:21][N:20]=2)[N:11]=1.[N:25]1([NH2:34])[C:29]2=[N:30][CH:31]=[CH:32][CH:33]=[C:28]2[CH:27]=[CH:26]1.CN(C(ON1N=NC2C=CC=CC1=2)=[N+](C)C)C.[B-](F)(F)(F)F. (5) Given the product [CH3:4][CH:3]([CH3:5])[CH:2]([NH:1][S:17]([C:10]1[C:11]([CH3:16])=[CH:12][C:13]([CH3:15])=[CH:14][C:9]=1[CH3:21])(=[O:19])=[O:18])[C:6]([OH:8])=[O:7], predict the reactants needed to synthesize it. The reactants are: [NH2:1][CH:2]([C:6]([OH:8])=[O:7])[CH:3]([CH3:5])[CH3:4].[C:9]1([CH3:21])[CH:14]=[C:13]([CH3:15])[CH:12]=[C:11]([CH3:16])[C:10]=1[S:17](Cl)(=[O:19])=[O:18].[OH-].[Na+].